Dataset: Full USPTO retrosynthesis dataset with 1.9M reactions from patents (1976-2016). Task: Predict the reactants needed to synthesize the given product. (1) Given the product [CH2:1]([O:8][C:9]([NH:11][CH:12]1[CH2:24][C:23]2[C:22]3[C:17](=[CH:18][CH:19]=[C:20]([F:25])[CH:21]=3)[N:16]([CH2:26][C:27]([O:29][CH2:30][CH3:31])=[O:28])[C:15]=2[CH2:14][CH2:13]1)=[O:10])[C:2]1[CH:3]=[CH:4][CH:5]=[CH:6][CH:7]=1, predict the reactants needed to synthesize it. The reactants are: [CH2:1]([O:8][C:9]([NH:11][C@@H:12]1[CH2:24][C:23]2[C:22]3[C:17](=[CH:18][CH:19]=[C:20]([F:25])[CH:21]=3)[N:16]([CH2:26][C:27]([O:29][CH2:30][CH3:31])=[O:28])[C:15]=2[CH2:14][CH2:13]1)=[O:10])[C:2]1[CH:7]=[CH:6][CH:5]=[CH:4][CH:3]=1.CC(O)=O. (2) The reactants are: [CH:1]1([C:4]2[N:8]=[C:7]([C:9]3[C:10]4[CH2:29][CH2:28][CH2:27][CH2:26][CH2:25][C:11]=4[S:12][C:13]=3[NH:14][C:15]([C:17]3[CH2:21][CH2:20][CH2:19][C:18]=3[C:22]([OH:24])=[O:23])=[O:16])[O:6][N:5]=2)[CH2:3][CH2:2]1.[C@@H:30]12C(=O)OC(=O)[C@H]1CCCC2. Given the product [CH:1]1([C:4]2[N:8]=[C:7]([C:9]3[C:10]4[CH2:29][CH2:28][CH2:27][CH2:26][CH2:25][C:11]=4[S:12][C:13]=3[NH:14][C:15]([CH:17]3[CH2:21][CH2:20][CH2:30][CH2:19][CH:18]3[C:22]([OH:24])=[O:23])=[O:16])[O:6][N:5]=2)[CH2:3][CH2:2]1, predict the reactants needed to synthesize it. (3) Given the product [Cl:12][C:13]1[CH:14]=[C:15]2[C:19](=[CH:20][CH:21]=1)[N:18]([S:22]([C:25]1[CH:30]=[CH:29][CH:28]=[CH:27][CH:26]=1)(=[O:23])=[O:24])[C:17]([S:31]([N:9]1[CH2:8][CH2:7][NH:6][CH:5]([CH2:4][CH:3]([CH3:11])[CH3:2])[CH2:10]1)(=[O:33])=[O:32])=[CH:16]2, predict the reactants needed to synthesize it. The reactants are: Cl.[CH3:2][CH:3]([CH3:11])[CH2:4][CH:5]1[CH2:10][NH:9][CH2:8][CH2:7][NH:6]1.[Cl:12][C:13]1[CH:14]=[C:15]2[C:19](=[CH:20][CH:21]=1)[N:18]([S:22]([C:25]1[CH:30]=[CH:29][CH:28]=[CH:27][CH:26]=1)(=[O:24])=[O:23])[C:17]([S:31](Cl)(=[O:33])=[O:32])=[CH:16]2.C(N(CC)CC)C. (4) Given the product [Cl:1][C:2]1[N:7]=[C:6]([O:9][C:10]2[C:36]([F:37])=[CH:35][C:34]([F:38])=[CH:33][C:11]=2[CH2:12][NH:13][C:14]([NH:16][C:17]2[N:21]([C:22]3[CH:27]=[CH:26][C:25]([CH3:28])=[CH:24][CH:23]=3)[N:20]=[C:19]([C:29]([CH3:32])([CH3:31])[CH3:30])[CH:18]=2)=[O:15])[CH:5]=[CH:4][N:3]=1, predict the reactants needed to synthesize it. The reactants are: [Cl:1][C:2]1[N:7]=[C:6](Cl)[CH:5]=[CH:4][N:3]=1.[OH:9][C:10]1[C:36]([F:37])=[CH:35][C:34]([F:38])=[CH:33][C:11]=1[CH2:12][NH:13][C:14]([NH:16][C:17]1[N:21]([C:22]2[CH:27]=[CH:26][C:25]([CH3:28])=[CH:24][CH:23]=2)[N:20]=[C:19]([C:29]([CH3:32])([CH3:31])[CH3:30])[CH:18]=1)=[O:15].[OH-].[Na+].C(O)(=O)CC(CC(O)=O)(C(O)=O)O. (5) Given the product [NH2:16][C:4]1[N:3]=[C:2]([NH:17][C:18]2[CH:26]=[CH:25][C:21]([CH2:22][CH2:23][OH:24])=[CH:20][CH:19]=2)[CH:7]=[C:6]([C:8]2[CH:13]=[C:12]([Cl:14])[CH:11]=[CH:10][C:9]=2[Cl:15])[N:5]=1, predict the reactants needed to synthesize it. The reactants are: Cl[C:2]1[CH:7]=[C:6]([C:8]2[CH:13]=[C:12]([Cl:14])[CH:11]=[CH:10][C:9]=2[Cl:15])[N:5]=[C:4]([NH2:16])[N:3]=1.[NH2:17][C:18]1[CH:26]=[CH:25][C:21]([CH2:22][CH2:23][OH:24])=[CH:20][CH:19]=1. (6) Given the product [NH2:22][C:19]1[CH:18]=[CH:17][C:16]([C:9]2([C:25]3[CH:30]=[C:29]([CH3:31])[C:28]([O:32][CH3:39])=[C:27]([CH3:33])[CH:26]=3)[C:10]3[C:15](=[CH:14][CH:13]=[CH:12][CH:11]=3)[N:7]([CH2:6][C:5]3[CH:35]=[CH:36][CH:37]=[CH:38][C:4]=3[Cl:3])[C:8]2=[O:34])=[CH:21][CH:20]=1, predict the reactants needed to synthesize it. The reactants are: [BH4-].[Na+].[Cl:3][C:4]1[CH:38]=[CH:37][CH:36]=[CH:35][C:5]=1[CH2:6][N:7]1[C:15]2[C:10](=[CH:11][CH:12]=[CH:13][CH:14]=2)[C:9]([C:25]2[CH:30]=[C:29]([CH3:31])[C:28]([OH:32])=[C:27]([CH3:33])[CH:26]=2)([C:16]2[CH:21]=[CH:20][C:19]([N+:22]([O-])=O)=[CH:18][CH:17]=2)[C:8]1=[O:34].[CH3:39]O.